Task: Predict which catalyst facilitates the given reaction.. Dataset: Catalyst prediction with 721,799 reactions and 888 catalyst types from USPTO (1) Reactant: [F:1][C:2]1[C:16]2[N:15]3[CH:17]=[CH:18][CH:19]=[C:14]3[C:8]3([CH2:13][CH2:12][NH:11][CH2:10][CH2:9]3)[O:7][C:6]=2[CH:5]=[CH:4][CH:3]=1.CCN(CC)CC.[F:27][C:28]([F:39])([F:38])[C:29](O[C:29](=[O:30])[C:28]([F:39])([F:38])[F:27])=[O:30]. Product: [F:27][C:28]([F:39])([F:38])[C:29]([N:11]1[CH2:12][CH2:13][C:8]2([O:7][C:6]3[CH:5]=[CH:4][CH:3]=[C:2]([F:1])[C:16]=3[N:15]3[CH:17]=[CH:18][CH:19]=[C:14]23)[CH2:9][CH2:10]1)=[O:30]. The catalyst class is: 4. (2) Reactant: [Br:1][C:2]1[CH:3]=[CH:4][C:5]([F:17])=[C:6]([C:8]2([CH2:15][F:16])[CH2:13][O:12][CH2:11][C:10]([NH2:14])=[N:9]2)[CH:7]=1.[CH3:18][C:19]([O:22][C:23](O[C:23]([O:22][C:19]([CH3:21])([CH3:20])[CH3:18])=[O:24])=[O:24])([CH3:21])[CH3:20].CCN(C(C)C)C(C)C. Product: [C:19]([O:22][C:23](=[O:24])[NH:14][C:10]1[CH2:11][O:12][CH2:13][C:8]([C:6]2[CH:7]=[C:2]([Br:1])[CH:3]=[CH:4][C:5]=2[F:17])([CH2:15][F:16])[N:9]=1)([CH3:21])([CH3:20])[CH3:18]. The catalyst class is: 680. (3) Reactant: [CH3:1][CH:2]([C:5]1[N:6]([CH2:17][C:18]2[N:23]=[C:22]([C:24]([NH2:26])=O)[CH:21]=[CH:20][CH:19]=2)[C:7]2[C:12]([CH:13]=1)=[CH:11][C:10]([O:14][CH3:15])=[C:9]([Cl:16])[CH:8]=2)[CH2:3][CH3:4].C(N(CC)CC)C.FC(F)(F)C(OC(=O)C(F)(F)F)=O.C(=O)([O-])O.[Na+]. Product: [CH3:1][CH:2]([C:5]1[N:6]([CH2:17][C:18]2[N:23]=[C:22]([C:24]#[N:26])[CH:21]=[CH:20][CH:19]=2)[C:7]2[C:12]([CH:13]=1)=[CH:11][C:10]([O:14][CH3:15])=[C:9]([Cl:16])[CH:8]=2)[CH2:3][CH3:4]. The catalyst class is: 4. (4) Reactant: [Cl:1][C:2]1[CH:27]=[CH:26][CH:25]=[CH:24][C:3]=1[CH2:4][NH:5][C:6]1[NH:10][C:9]2[C:11]3[CH2:12][C:13]([CH3:23])([CH3:22])[O:14][C:15]=3[C:16]([C:18]([O:20]C)=O)=[CH:17][C:8]=2[N:7]=1.[F:28][C:29]([F:38])([F:37])[C:30]1[CH:31]=[C:32]([CH:34]=[CH:35][CH:36]=1)[NH2:33].C[Al](C)C. Product: [Cl:1][C:2]1[CH:27]=[CH:26][CH:25]=[CH:24][C:3]=1[CH2:4][NH:5][C:6]1[NH:10][C:9]2[C:11]3[CH2:12][C:13]([CH3:22])([CH3:23])[O:14][C:15]=3[C:16]([C:18]([NH:33][C:32]3[CH:34]=[CH:35][CH:36]=[C:30]([C:29]([F:28])([F:37])[F:38])[CH:31]=3)=[O:20])=[CH:17][C:8]=2[N:7]=1. The catalyst class is: 11. (5) Reactant: Br[C:2]1[C:22]([O:23]C)=[CH:21][C:5]2[C:6]([CH3:20])([CH3:19])[C:7]3[NH:8][C:9]4[C:14]([C:15]=3[C:16](=[O:17])[C:4]=2[CH:3]=1)=[CH:13][CH:12]=[C:11](Cl)[CH:10]=4.[C:25]([Cu])#[N:26].[N-:28]=[N+:29]=[N-:30].[Na+].[Cl-].[NH4+].[CH3:34][N:35]1C(=O)CCC1. Product: [OH:23][C:22]1[C:2]([C:25]2[NH:26][N:30]=[N:29][N:28]=2)=[CH:3][C:4]2[C:16](=[O:17])[C:15]3[C:14]4[C:9](=[CH:10][C:11]([C:34]#[N:35])=[CH:12][CH:13]=4)[NH:8][C:7]=3[C:6]([CH3:19])([CH3:20])[C:5]=2[CH:21]=1. The catalyst class is: 69.